Predict the product of the given reaction. From a dataset of Forward reaction prediction with 1.9M reactions from USPTO patents (1976-2016). (1) Given the reactants Cl.Cl.[F:3][C:4]([F:15])([F:14])[C:5]1[CH:10]=[CH:9][N:8]=[C:7]([C@H:11]([NH2:13])[CH3:12])[CH:6]=1.C(N(CC)C(C)C)(C)C.[F:25][C:26]1[CH:34]=[C:33]2[C:29]([C:30]([C:36]3[N:37]=[C:38]4[C:44]([C:45](O)=[O:46])=[CH:43][N:42]([CH2:48][O:49][CH2:50][CH2:51][Si:52]([CH3:55])([CH3:54])[CH3:53])[C:39]4=[N:40][CH:41]=3)=[N:31][N:32]2[CH3:35])=[CH:28][CH:27]=1.CN(C(ON1N=NC2C=CC=NC1=2)=[N+](C)C)C.F[P-](F)(F)(F)(F)F, predict the reaction product. The product is: [F:15][C:4]([F:14])([F:3])[C:5]1[CH:10]=[CH:9][N:8]=[C:7]([C@H:11]([NH:13][C:45]([C:44]2[C:38]3[C:39](=[N:40][CH:41]=[C:36]([C:30]4[C:29]5[C:33](=[CH:34][C:26]([F:25])=[CH:27][CH:28]=5)[N:32]([CH3:35])[N:31]=4)[N:37]=3)[N:42]([CH2:48][O:49][CH2:50][CH2:51][Si:52]([CH3:55])([CH3:54])[CH3:53])[CH:43]=2)=[O:46])[CH3:12])[CH:6]=1. (2) Given the reactants [CH:1]1[C:10]2[C:5](=[CH:6][CH:7]=[CH:8][CH:9]=2)[CH:4]=[CH:3][C:2]=1[S:11]([CH2:14][CH2:15][CH2:16][C:17]([OH:19])=O)(=[O:13])=[O:12].[N:20]1([CH2:26][C:27]2[CH:28]=[C:29]3[C:34](=[CH:35][CH:36]=2)[C@H:33]([NH2:37])[CH2:32][CH2:31][CH2:30]3)[CH2:25][CH2:24][CH2:23][CH2:22][CH2:21]1.C1C=CC2N(O)N=NC=2C=1.CCN=C=NCCCN(C)C, predict the reaction product. The product is: [CH:1]1[C:10]2[C:5](=[CH:6][CH:7]=[CH:8][CH:9]=2)[CH:4]=[CH:3][C:2]=1[S:11]([CH2:14][CH2:15][CH2:16][C:17]([NH:37][C@H:33]1[C:34]2[C:29](=[CH:28][C:27]([CH2:26][N:20]3[CH2:25][CH2:24][CH2:23][CH2:22][CH2:21]3)=[CH:36][CH:35]=2)[CH2:30][CH2:31][CH2:32]1)=[O:19])(=[O:12])=[O:13]. (3) Given the reactants [CH3:1][O:2][C:3]1[C:12]([O:13][CH3:14])=[C:11]([O:15][CH3:16])[CH:10]=[C:9]2[C:4]=1[CH2:5][CH2:6][C:7](=O)[O:8]2.O=[CH:19][C:20]1[CH:28]=[CH:27][C:24]([O:25][CH3:26])=[C:22]([OH:23])[CH:21]=1.CC1C=CC(S(O)(=O)=[O:37])=CC=1, predict the reaction product. The product is: [OH:23][C:22]1[CH:21]=[C:20]([CH:28]=[CH:27][C:24]=1[O:25][CH3:26])/[CH:19]=[C:6]1\[CH2:7][O:8][C:9]2[C:4]([C:5]\1=[O:37])=[C:3]([O:2][CH3:1])[C:12]([O:13][CH3:14])=[C:11]([O:15][CH3:16])[CH:10]=2. (4) Given the reactants [C:1]([O:5][C:6]([NH:8][CH2:9][C:10]1[CH:15]=[CH:14][C:13]([CH2:16][C@H:17]([NH:23][C:24](=[O:33])[O:25][CH2:26][C:27]2[CH:32]=[CH:31][CH:30]=[CH:29][CH:28]=2)[C:18](=[O:22])[C:19]([CH3:21])=[CH2:20])=[CH:12][CH:11]=1)=[O:7])([CH3:4])([CH3:3])[CH3:2].[BH4-].[Na+].C(O)(=O)C, predict the reaction product. The product is: [C:1]([O:5][C:6]([NH:8][CH2:9][C:10]1[CH:15]=[CH:14][C:13]([CH2:16][C@H:17]([NH:23][C:24](=[O:33])[O:25][CH2:26][C:27]2[CH:28]=[CH:29][CH:30]=[CH:31][CH:32]=2)[C@H:18]([OH:22])[C:19]([CH3:21])=[CH2:20])=[CH:12][CH:11]=1)=[O:7])([CH3:2])([CH3:3])[CH3:4]. (5) Given the reactants Br[C:2]1[CH:3]=[C:4]2[C:9](=[CH:10][CH:11]=1)[CH:8]=[N:7][CH:6]=[CH:5]2.[CH2:12]([O:19][C:20](=[O:33])[NH:21][CH:22]([C:25]1([CH3:32])[CH2:30][CH2:29][CH:28]([NH2:31])[CH2:27][CH2:26]1)[CH2:23][CH3:24])[C:13]1[CH:18]=[CH:17][CH:16]=[CH:15][CH:14]=1.C(=O)([O-])[O-].[Cs+].[Cs+].C1(P(C2C=CC=CC=2)C2C=CC3C(=CC=CC=3)C=2C2C3C(=CC=CC=3)C=CC=2P(C2C=CC=CC=2)C2C=CC=CC=2)C=CC=CC=1, predict the reaction product. The product is: [CH2:12]([O:19][C:20](=[O:33])[NH:21][CH:22]([C:25]1([CH3:32])[CH2:30][CH2:29][CH:28]([NH:31][C:2]2[CH:3]=[C:4]3[C:9](=[CH:10][CH:11]=2)[CH:8]=[N:7][CH:6]=[CH:5]3)[CH2:27][CH2:26]1)[CH2:23][CH3:24])[C:13]1[CH:14]=[CH:15][CH:16]=[CH:17][CH:18]=1. (6) Given the reactants [Cl:1][C:2]1[CH:7]=[CH:6][CH:5]=[C:4]([CH2:8][O:9][C@H:10]([CH3:15])[C:11]([F:14])([F:13])[F:12])[CH:3]=1.[B:16]1([B:16]2[O:20][C:19]([CH3:22])([CH3:21])[C:18]([CH3:24])([CH3:23])[O:17]2)[O:20][C:19]([CH3:22])([CH3:21])[C:18]([CH3:24])([CH3:23])[O:17]1.C(=O)([O-])O.[Na+].C(OCC)(=O)C, predict the reaction product. The product is: [Cl:1][C:2]1[CH:7]=[C:6]([B:16]2[O:20][C:19]([CH3:22])([CH3:21])[C:18]([CH3:24])([CH3:23])[O:17]2)[CH:5]=[C:4]([CH2:8][O:9][C@H:10]([CH3:15])[C:11]([F:12])([F:13])[F:14])[CH:3]=1. (7) Given the reactants [Cl:1][C:2]1[C:3]([C:15]([OH:17])=O)=[N:4][C:5]([N:8]2[CH2:13][CH2:12][N:11]([CH3:14])[CH2:10][CH2:9]2)=[CH:6][CH:7]=1.[NH2:18][C:19]1[CH:43]=[CH:42][C:22]2[CH2:23][CH2:24][C:25]3[C:26]([C:39]([NH2:41])=[O:40])=[N:27][N:28]([C:30]4[CH:38]=[CH:37][C:33]5[O:34][CH2:35][O:36][C:32]=5[CH:31]=4)[C:29]=3[C:21]=2[CH:20]=1, predict the reaction product. The product is: [O:34]1[C:33]2[CH:37]=[CH:38][C:30]([N:28]3[C:29]4[C:21]5[CH:20]=[C:19]([NH:18][C:15]([C:3]6[C:2]([Cl:1])=[CH:7][CH:6]=[C:5]([N:8]7[CH2:9][CH2:10][N:11]([CH3:14])[CH2:12][CH2:13]7)[N:4]=6)=[O:17])[CH:43]=[CH:42][C:22]=5[CH2:23][CH2:24][C:25]=4[C:26]([C:39]([NH2:41])=[O:40])=[N:27]3)=[CH:31][C:32]=2[O:36][CH2:35]1.